The task is: Predict the reaction yield, written as a fraction of the theoretical maximum amount of product (1.0 means a 100% yield; for example, 0.34 means a 34% yield).. This data is from Reaction yield outcomes from USPTO patents with 853,638 reactions. (1) The reactants are [Br:1][C:2]1[CH:3]=[C:4]2[C:15](=[CH:16][CH:17]=1)[O:14][C:7]1[C:8]([F:13])=[N:9][C:10]([Cl:12])=[CH:11][C:6]=1[C:5]2([CH2:19][C:20](OC(C)(C)C)=[O:21])[OH:18].[H-].C([Al+]CC(C)C)C(C)C. The catalyst is C1COCC1. The product is [Br:1][C:2]1[CH:3]=[C:4]2[C:15](=[CH:16][CH:17]=1)[O:14][C:7]1[C:8]([F:13])=[N:9][C:10]([Cl:12])=[CH:11][C:6]=1[C:5]2([CH2:19][CH2:20][OH:21])[OH:18]. The yield is 0.860. (2) The reactants are [CH3:1][O:2][C:3]1[C:8]([N+:9]([O-])=O)=[CH:7][C:6]([C:12]([F:15])([F:14])[F:13])=[CH:5][C:4]=1[N+:16]([O-])=O.CO.C([O-])=O.[NH4+]. The catalyst is CCOC(C)=O.[Pd]. The product is [CH3:1][O:2][C:3]1[C:8]([NH2:9])=[CH:7][C:6]([C:12]([F:13])([F:15])[F:14])=[CH:5][C:4]=1[NH2:16]. The yield is 0.950. (3) The reactants are [CH2:1]([C:3]1[N:7](C2CCCCO2)[N:6]=[CH:5][C:4]=1[C:14]1[N:19]2[N:20]=[CH:21][N:22]=[C:18]2[C:17]([NH:23][C:24]2[CH:29]=[CH:28][C:27]([N:30]3[CH2:35][CH2:34][O:33][CH2:32][CH2:31]3)=[CH:26][CH:25]=2)=[N:16][CH:15]=1)[CH3:2].C(C1C(C2N3N=CN=C3C(NC3C=CC(N4CCOCC4)=CC=3)=NC=2)=CN(C2CCCCO2)N=1)C.Cl. The catalyst is CO. The product is [CH2:1]([C:3]1[NH:7][N:6]=[CH:5][C:4]=1[C:14]1[N:19]2[N:20]=[CH:21][N:22]=[C:18]2[C:17]([NH:23][C:24]2[CH:25]=[CH:26][C:27]([N:30]3[CH2:31][CH2:32][O:33][CH2:34][CH2:35]3)=[CH:28][CH:29]=2)=[N:16][CH:15]=1)[CH3:2]. The yield is 0.170. (4) The reactants are [Br:1][C:2]1[C:3](F)=[C:4]2[C:10]([NH:11][C:12](=[O:20])[CH2:13][C:14]3[CH:19]=[CH:18][CH:17]=[CH:16][CH:15]=3)=[CH:9][NH:8][C:5]2=[N:6][CH:7]=1.[NH:22]1[CH2:27][CH2:26][CH2:25][C@@H:24]([NH:28][C:29](=[O:35])[O:30][C:31]([CH3:34])([CH3:33])[CH3:32])[CH2:23]1. The catalyst is C(O)(CC)C. The product is [Br:1][C:2]1[C:3]([N:22]2[CH2:27][CH2:26][CH2:25][C@@H:24]([NH:28][C:29](=[O:35])[O:30][C:31]([CH3:33])([CH3:32])[CH3:34])[CH2:23]2)=[C:4]2[C:10]([NH:11][C:12](=[O:20])[CH2:13][C:14]3[CH:19]=[CH:18][CH:17]=[CH:16][CH:15]=3)=[CH:9][NH:8][C:5]2=[N:6][CH:7]=1. The yield is 0.700. (5) The reactants are [NH2:1][C@H:2]1[C@H:6]([OH:7])[CH2:5][N:4]([C:8]([O:10][C:11]([CH3:14])([CH3:13])[CH3:12])=[O:9])[CH2:3]1.CN(C)/[CH:17]=[C:18](/[C:24](=[O:33])[C:25]1[CH:30]=[C:29]([I:31])[CH:28]=[CH:27][C:26]=1F)\[C:19]([O:21][CH2:22][CH3:23])=[O:20].C(=O)([O-])[O-].[K+].[K+]. The catalyst is O. The product is [C:11]([O:10][C:8]([N:4]1[CH2:5][C@@H:6]([OH:7])[C@H:2]([N:1]2[C:26]3[C:25](=[CH:30][C:29]([I:31])=[CH:28][CH:27]=3)[C:24](=[O:33])[C:18]([C:19]([O:21][CH2:22][CH3:23])=[O:20])=[CH:17]2)[CH2:3]1)=[O:9])([CH3:14])([CH3:13])[CH3:12]. The yield is 0.640.